From a dataset of Reaction yield outcomes from USPTO patents with 853,638 reactions. Predict the reaction yield, written as a fraction of the theoretical maximum amount of product (1.0 means a 100% yield; for example, 0.34 means a 34% yield). (1) The reactants are [NH2:1][C:2]([CH3:7])([CH3:6])[C:3]([OH:5])=[O:4].[OH-].[Na+].[Cl:10][CH2:11][C:12](Cl)=[O:13].Cl. The catalyst is O. The product is [Cl:10][CH2:11][C:12]([NH:1][C:2]([CH3:7])([CH3:6])[C:3]([OH:5])=[O:4])=[O:13]. The yield is 0.620. (2) The reactants are [C:1]([C:4]1[N:9]=[N:8][C:7]([NH:10][C@@H:11]2[CH2:16][CH2:15][CH2:14][CH2:13][C@@H:12]2[NH:17]C(=O)OC(C)(C)C)=[CH:6][C:5]=1[NH:25][C:26]1[CH:31]=[C:30]([CH3:32])[CH:29]=[C:28]([CH3:33])[CH:27]=1)(=[O:3])[NH2:2].FC(F)(F)C(O)=O. The catalyst is ClCCl. The product is [NH2:17][C@H:12]1[CH2:13][CH2:14][CH2:15][CH2:16][C@H:11]1[NH:10][C:7]1[N:8]=[N:9][C:4]([C:1]([NH2:2])=[O:3])=[C:5]([NH:25][C:26]2[CH:31]=[C:30]([CH3:32])[CH:29]=[C:28]([CH3:33])[CH:27]=2)[CH:6]=1. The yield is 0.730.